From a dataset of Peptide-MHC class II binding affinity with 134,281 pairs from IEDB. Regression. Given a peptide amino acid sequence and an MHC pseudo amino acid sequence, predict their binding affinity value. This is MHC class II binding data. (1) The peptide sequence is PYVSKNPRQAYANYR. The MHC is HLA-DQA10301-DQB10302 with pseudo-sequence HLA-DQA10301-DQB10302. The binding affinity (normalized) is 0.119. (2) The peptide sequence is YRWMCLRRFIIFLFI. The MHC is DRB1_0801 with pseudo-sequence DRB1_0801. The binding affinity (normalized) is 0.223. (3) The peptide sequence is KAFVLDSDNLIPKVV. The MHC is HLA-DQA10301-DQB10302 with pseudo-sequence HLA-DQA10301-DQB10302. The binding affinity (normalized) is 0.235. (4) The peptide sequence is AGWLAFFRDLVARGL. The MHC is HLA-DPA10103-DPB10301 with pseudo-sequence HLA-DPA10103-DPB10301. The binding affinity (normalized) is 0.309. (5) The peptide sequence is AWASACGGTGKNTIV. The MHC is DRB1_0101 with pseudo-sequence DRB1_0101. The binding affinity (normalized) is 0.372. (6) The peptide sequence is DRPFQLFEFYAREPDV. The MHC is DRB1_0405 with pseudo-sequence DRB1_0405. The binding affinity (normalized) is 0.601. (7) The peptide sequence is LPADLMIRIIAQGPK. The MHC is DRB1_1101 with pseudo-sequence DRB1_1101. The binding affinity (normalized) is 0.563. (8) The peptide sequence is SKAYANMWSLMYFHK. The MHC is HLA-DQA10201-DQB10303 with pseudo-sequence HLA-DQA10201-DQB10303. The binding affinity (normalized) is 0.400. (9) The peptide sequence is RVIRGKKGAGGITIK. The MHC is DRB1_0101 with pseudo-sequence DRB1_0101. The binding affinity (normalized) is 0.485. (10) The binding affinity (normalized) is 0.132. The MHC is DRB1_0901 with pseudo-sequence DRB1_0901. The peptide sequence is SSMHLIVQNAYKQMI.